Predict the reaction yield, written as a fraction of the theoretical maximum amount of product (1.0 means a 100% yield; for example, 0.34 means a 34% yield). From a dataset of Reaction yield outcomes from USPTO patents with 853,638 reactions. (1) The reactants are Br[C:2]1[CH:3]=[N:4][C:5]([NH:8][C:9]2[C:14]([N+:15]([O-:17])=[O:16])=[CH:13][CH:12]=[CH:11][C:10]=2[CH3:18])=[N:6][CH:7]=1.[C:19]([C:21]1[CH:26]=[C:25]([O:27][CH3:28])[CH:24]=[C:23]([O:29][CH3:30])[CH:22]=1)#[CH:20].C1(P(C2C=CC=CC=2)C2C=CC=CC=2)C=CC=CC=1.C(NCC)C. The catalyst is CN(C)C=O.Cl[Pd](Cl)([P](C1C=CC=CC=1)(C1C=CC=CC=1)C1C=CC=CC=1)[P](C1C=CC=CC=1)(C1C=CC=CC=1)C1C=CC=CC=1.[Cu]I. The product is [CH3:30][O:29][C:23]1[CH:22]=[C:21]([C:19]#[C:20][C:2]2[CH:3]=[N:4][C:5]([NH:8][C:9]3[C:14]([N+:15]([O-:17])=[O:16])=[CH:13][CH:12]=[CH:11][C:10]=3[CH3:18])=[N:6][CH:7]=2)[CH:26]=[C:25]([O:27][CH3:28])[CH:24]=1. The yield is 0.390. (2) The reactants are [H-].[Na+].[CH3:3][C:4]([C:6]1[CH:11]=[CH:10][CH:9]=[C:8]([Cl:12])[CH:7]=1)=[O:5].[C:13](OCC)(=[O:19])[C:14]([O:16][CH2:17][CH3:18])=[O:15].Cl. The catalyst is CN(C=O)C.CC(=O)OCC. The product is [CH2:17]([O:16][C:14](=[O:15])[C:13](=[O:19])[CH2:3][C:4]([C:6]1[CH:11]=[CH:10][CH:9]=[C:8]([Cl:12])[CH:7]=1)=[O:5])[CH3:18]. The yield is 0.670. (3) The product is [CH:45]([S:42]([C:39]1[CH:40]=[CH:41][C:36]([C:12]2[CH:13]=[C:14]([C:15]3[O:19][C:18]([C:20]4[CH:21]=[CH:22][C:23]([CH2:26][NH:27][CH3:28])=[CH:24][CH:25]=4)=[N:17][N:16]=3)[C:9]([NH2:8])=[N:10][CH:11]=2)=[N:37][CH:38]=1)(=[O:43])=[O:44])([CH3:47])[CH3:46]. The reactants are C(OC([N:8](C(OC(C)(C)C)=O)[C:9]1[C:14]([C:15]2[O:19][C:18]([C:20]3[CH:25]=[CH:24][C:23]([CH2:26][N:27](C)[C:28](=O)OC(C)(C)C)=[CH:22][CH:21]=3)=[N:17][N:16]=2)=[CH:13][C:12]([C:36]2[CH:41]=[CH:40][C:39]([S:42]([CH:45]([CH3:47])[CH3:46])(=[O:44])=[O:43])=[CH:38][N:37]=2)=[CH:11][N:10]=1)=O)(C)(C)C.C(O)(C(F)(F)F)=O. The catalyst is C(Cl)Cl. The yield is 0.160. (4) The product is [CH3:1][C:2]1([CH3:31])[CH2:11][C:10]2[C:5](=[CH:6][CH:7]=[C:8]([C:12]([OH:14])=[O:13])[CH:9]=2)[NH:4][CH:3]1[C:16]1[CH:21]=[CH:20][CH:19]=[CH:18][C:17]=1[NH:22][C:23](=[O:30])[C:24]1[CH:29]=[CH:28][CH:27]=[CH:26][N:25]=1. The yield is 0.650. The catalyst is O1CCCC1. The reactants are [CH3:1][C:2]1([CH3:31])[CH2:11][C:10]2[C:5](=[CH:6][CH:7]=[C:8]([C:12]([O:14]C)=[O:13])[CH:9]=2)[NH:4][CH:3]1[C:16]1[CH:21]=[CH:20][CH:19]=[CH:18][C:17]=1[NH:22][C:23](=[O:30])[C:24]1[CH:29]=[CH:28][CH:27]=[CH:26][N:25]=1.[OH-].[Na+]. (5) The reactants are [CH3:1][O:2][C:3]1[CH:4]=[C:5]2[C:10](=[CH:11][C:12]=1[O:13][CH3:14])[N:9]=[CH:8][N:7]=[C:6]2[O:15][C:16]1[CH:22]=[CH:21][C:19]([NH2:20])=[CH:18][CH:17]=1.ClC(Cl)(O[C:27](=[O:33])OC(Cl)(Cl)Cl)Cl.[F:35][C:36]1[CH:43]=[C:42]([F:44])[CH:41]=[CH:40][C:37]=1[CH2:38][NH2:39].CO. The catalyst is C(Cl)(Cl)Cl.C(N(CC)CC)C. The product is [F:35][C:36]1[CH:43]=[C:42]([F:44])[CH:41]=[CH:40][C:37]=1[CH2:38][NH:39][C:27]([NH:20][C:19]1[CH:21]=[CH:22][C:16]([O:15][C:6]2[C:5]3[C:10](=[CH:11][C:12]([O:13][CH3:14])=[C:3]([O:2][CH3:1])[CH:4]=3)[N:9]=[CH:8][N:7]=2)=[CH:17][CH:18]=1)=[O:33]. The yield is 0.410. (6) The catalyst is CCO. The yield is 0.650. The reactants are C([O:3][C:4](=[O:28])[CH2:5][CH2:6][N:7]1[C:16]2[C:11](=[CH:12][C:13]([O:17][CH2:18][C:19]3[CH:24]=[CH:23][C:22]([O:25][CH3:26])=[CH:21][CH:20]=3)=[CH:14][CH:15]=2)[CH2:10][CH2:9][C:8]1=[O:27])C.[OH-].[Na+]. The product is [CH3:26][O:25][C:22]1[CH:21]=[CH:20][C:19]([CH2:18][O:17][C:13]2[CH:12]=[C:11]3[C:16](=[CH:15][CH:14]=2)[N:7]([CH2:6][CH2:5][C:4]([OH:28])=[O:3])[C:8](=[O:27])[CH2:9][CH2:10]3)=[CH:24][CH:23]=1. (7) The reactants are [CH:1]1[C:10]2[CH2:9][CH2:8][CH2:7][CH2:6][C:5]=2[CH:4]=[CH:3][N:2]=1.CC(O)=[O:13]. The catalyst is OO. The product is [CH:1]1[C:10]2[CH2:9][CH2:8][CH2:7][CH2:6][C:5]=2[CH:4]=[CH:3][N+:2]=1[O-:13]. The yield is 1.00.